From a dataset of Full USPTO retrosynthesis dataset with 1.9M reactions from patents (1976-2016). Predict the reactants needed to synthesize the given product. (1) Given the product [OH:16][CH2:15][C@H:11]1[NH:12][CH2:13][C@H:8]([OH:7])[CH2:9][CH2:10]1, predict the reactants needed to synthesize it. The reactants are: [H-].[Al+3].[Li+].[H-].[H-].[H-].[OH:7][C@H:8]1[C:13](=O)[NH:12][C@H:11]([C:15](OCC2C=CC=CC=2)=[O:16])[CH2:10][CH2:9]1. (2) Given the product [C:46]([CH2:45][CH2:44][O:43][CH2:42][C:41]([NH:40][C:38]([CH2:37][CH2:36][O:35][CH2:34][C:33]([NH:98][C:99]([CH2:101][CH2:102][CH2:103][NH:104][C:105](=[O:122])[O:106][CH2:107][C:108]1[C:109]2[C:114]([CH:115]=[C:116]3[C:121]=1[CH:120]=[CH:119][CH:118]=[CH:117]3)=[CH:113][CH:112]=[CH:111][CH:110]=2)=[O:100])([CH2:32][O:31][CH2:30][CH2:29][C:27]([NH:26][C:9]([CH2:10][O:11][CH2:12][CH2:13][C:14]([OH:16])=[O:15])([CH2:8][O:7][CH2:6][CH2:5][C:3]([OH:4])=[O:2])[CH2:18][O:19][CH2:20][CH2:21][C:22]([OH:24])=[O:23])=[O:28])[CH2:66][O:67][CH2:68][CH2:69][C:70]([NH:72][C:73]([CH2:82][O:83][CH2:84][CH2:85][C:86]([OH:88])=[O:87])([CH2:74][O:75][CH2:76][CH2:77][C:78]([OH:80])=[O:79])[CH2:90][O:91][CH2:92][CH2:93][C:94]([OH:96])=[O:95])=[O:71])=[O:39])([CH2:58][O:59][CH2:60][CH2:61][C:62]([OH:64])=[O:63])[CH2:50][O:51][CH2:52][CH2:53][C:54]([OH:56])=[O:55])([OH:48])=[O:47], predict the reactants needed to synthesize it. The reactants are: C[O:2][C:3]([CH2:5][CH2:6][O:7][CH2:8][C:9]([NH:26][C:27]([CH2:29][CH2:30][O:31][CH2:32][C:33]([NH:98][C:99]([CH2:101][CH2:102][CH2:103][NH:104][C:105](=[O:122])[O:106][CH2:107][C:108]1[C:109]2[C:114]([CH:115]=[C:116]3[C:121]=1[CH:120]=[CH:119][CH:118]=[CH:117]3)=[CH:113][CH:112]=[CH:111][CH:110]=2)=[O:100])([CH2:66][O:67][CH2:68][CH2:69][C:70]([NH:72][C:73]([CH2:90][O:91][CH2:92][CH2:93][C:94]([O:96]C)=[O:95])([CH2:82][O:83][CH2:84][CH2:85][C:86]([O:88]C)=[O:87])[CH2:74][O:75][CH2:76][CH2:77][C:78]([O:80]C)=[O:79])=[O:71])[CH2:34][O:35][CH2:36][CH2:37][C:38]([NH:40][C:41]([CH2:58][O:59][CH2:60][CH2:61][C:62]([O:64]C)=[O:63])([CH2:50][O:51][CH2:52][CH2:53][C:54]([O:56]C)=[O:55])[CH2:42][O:43][CH2:44][CH2:45][C:46]([O:48]C)=[O:47])=[O:39])=[O:28])([CH2:18][O:19][CH2:20][CH2:21][C:22]([O:24]C)=[O:23])[CH2:10][O:11][CH2:12][CH2:13][C:14]([O:16]C)=[O:15])=[O:4]. (3) The reactants are: [C:1]1([C:7]([CH2:9][C:10]2[CH:15]=[CH:14][CH:13]=[CH:12][CH:11]=2)=[O:8])[CH:6]=[CH:5][CH:4]=[CH:3][CH:2]=1.BrCC1CCCCC1.C1(C)C=CC=CC=1.[OH-].[K+]. Given the product [C:1]1([C:7]([CH2:9][CH:10]2[CH2:15][CH2:14][CH2:13][CH2:12][CH2:11]2)=[O:8])[CH:6]=[CH:5][CH:4]=[CH:3][CH:2]=1, predict the reactants needed to synthesize it. (4) Given the product [Br:13][C:11]1[CH:10]=[C:6]([CH:5]=[C:4]([N+:1]([O-:3])=[O:2])[CH:12]=1)[C:7]([OH:9])=[O:8], predict the reactants needed to synthesize it. The reactants are: [N+:1]([C:4]1[CH:5]=[C:6]([CH:10]=[CH:11][CH:12]=1)[C:7]([OH:9])=[O:8])([O-:3])=[O:2].[Br:13]Br. (5) Given the product [N:6]1[CH:7]=[CH:8][CH:9]=[CH:10][C:5]=1[NH:4][CH2:3][CH2:2][NH:1][C:12]1[N:21]=[C:18]([C:27]2[CH:26]=[CH:25][C:30]([C:31]([NH2:33])=[O:45])=[CH:29][CH:28]=2)[CH:19]=[CH:14][N:13]=1, predict the reactants needed to synthesize it. The reactants are: [NH2:1][CH2:2][CH2:3][NH:4][C:5]1[CH:10]=[CH:9][CH:8]=[CH:7][N:6]=1.Cl[C:12]1C=CC=[CH:14][N:13]=1.[CH2:18]([NH2:21])[CH2:19]N.N1[C:26]2[CH:27]=[CH:28][CH:29]=[C:30]([C:31]([NH2:33])=[NH2+])[C:25]=2N=N1.CCN(C(C)C)C(C)C.CC[O:45]CC. (6) Given the product [ClH:1].[ClH:1].[N:52]1([CH:33]2[CH2:32][CH2:31][CH2:30][CH2:29][C:28]2([CH:10]([C:11]2[CH:12]=[C:13]([C:17]3[CH:22]=[CH:21][CH:20]=[C:19]([O:23][C:24]([F:26])([F:25])[F:27])[CH:18]=3)[CH:14]=[CH:15][CH:16]=2)[CH3:9])[OH:34])[CH2:57][CH2:56][NH:55][CH2:54][CH2:53]1, predict the reactants needed to synthesize it. The reactants are: [ClH:1].Cl.N1([CH2:9][CH:10]([C:28]2([OH:34])[CH2:33][CH2:32][CH2:31][CH2:30][CH2:29]2)[C:11]2[CH:12]=[C:13]([C:17]3[CH:22]=[CH:21][CH:20]=[C:19]([O:23][C:24]([F:27])([F:26])[F:25])[CH:18]=3)[CH:14]=[CH:15][CH:16]=2)CCNCC1.FC(F)(F)OC1C=C(C2C=CC=C(C(C3(O)CCCCC3)C[N:52]3[CH2:57][CH2:56][N:55](C(OC(C)(C)C)=O)[CH2:54][CH2:53]3)C=2)C=CC=1.